From a dataset of Forward reaction prediction with 1.9M reactions from USPTO patents (1976-2016). Predict the product of the given reaction. (1) Given the reactants C(OC(=O)C[C@@H](C([N:16]1[C@@H:20]([CH:21]([CH3:23])[CH3:22])[CH2:19][O:18][C:17]1=[O:24])=O)CCCCC)(C)(C)C.OO.[O-]S([O-])=O.[Na+].[Na+], predict the reaction product. The product is: [CH:21]([C@H:20]1[CH2:19][O:18][C:17](=[O:24])[NH:16]1)([CH3:23])[CH3:22]. (2) The product is: [Br:15][CH2:13][C:11]1[C:10]([F:14])=[CH:9][C:3]([C:4]([O:6][CH2:7][CH3:8])=[O:5])=[C:2]([F:1])[CH:12]=1. Given the reactants [F:1][C:2]1[CH:12]=[C:11]([CH3:13])[C:10]([F:14])=[CH:9][C:3]=1[C:4]([O:6][CH2:7][CH3:8])=[O:5].[Br:15]N1C(=O)CCC1=O.C(N(CC)C(C)C)(C)C.P([O-])(OCC)(OCC)=O, predict the reaction product. (3) The product is: [Cl:1][C:2]1[CH:11]=[C:10]2[C:5]([C:6]([N:12]3[CH2:17][CH2:16][N:15]([C:25]([NH:24][C:21]4[CH:22]=[CH:23][C:18]([CH3:27])=[CH:19][CH:20]=4)=[O:26])[CH2:14][CH2:13]3)=[CH:7][CH:8]=[N:9]2)=[CH:4][CH:3]=1. Given the reactants [Cl:1][C:2]1[CH:11]=[C:10]2[C:5]([C:6]([N:12]3[CH2:17][CH2:16][NH:15][CH2:14][CH2:13]3)=[CH:7][CH:8]=[N:9]2)=[CH:4][CH:3]=1.[C:18]1([CH3:27])[CH:23]=[CH:22][C:21]([N:24]=[C:25]=[O:26])=[CH:20][CH:19]=1, predict the reaction product. (4) Given the reactants Br[C:2]1[CH:3]=[C:4]([CH:12]=[C:13]([Cl:15])[CH:14]=1)[O:5][C:6]1[CH:7]=[N:8][CH:9]=[CH:10][CH:11]=1.[Cl:16][C:17]1[CH:18]=[C:19]([CH:23]=[CH:24][CH:25]=1)[C:20]([NH2:22])=[O:21].CC([O-])(C)C.[Na+].CC1(C)C2C(=C(P(C3C=CC=CC=3)C3C=CC=CC=3)C=CC=2)OC2C(P(C3C=CC=CC=3)C3C=CC=CC=3)=CC=CC1=2, predict the reaction product. The product is: [Cl:16][C:17]1[CH:18]=[C:19]([CH:23]=[CH:24][CH:25]=1)[C:20]([NH:22][C:2]1[CH:3]=[C:4]([O:5][C:6]2[CH:7]=[N:8][CH:9]=[CH:10][CH:11]=2)[CH:12]=[C:13]([Cl:15])[CH:14]=1)=[O:21].